From a dataset of Catalyst prediction with 721,799 reactions and 888 catalyst types from USPTO. Predict which catalyst facilitates the given reaction. Reactant: [S:1]1[C:5]2[CH:6]=[CH:7][CH:8]=[CH:9][C:4]=2[N:3]=[C:2]1[NH:10][N:11]=[C:12]([C:14]1[O:18][C:17]([C:19]2[CH:20]=[C:21]([S:25]([NH:28][C:29](=[O:47])[CH:30]([NH:39]C(OC(C)(C)C)=O)[CH2:31][CH2:32][C:33]3[CH:38]=[CH:37][CH:36]=[CH:35][CH:34]=3)(=[O:27])=[O:26])[CH:22]=[CH:23][CH:24]=2)=[CH:16][CH:15]=1)[CH3:13].[F:48][C:49]([F:54])([F:53])[C:50]([OH:52])=[O:51]. The catalyst class is: 4. Product: [F:48][C:49]([F:54])([F:53])[C:50]([OH:52])=[O:51].[S:1]1[C:5]2[CH:6]=[CH:7][CH:8]=[CH:9][C:4]=2[N:3]=[C:2]1[NH:10][N:11]=[C:12]([C:14]1[O:18][C:17]([C:19]2[CH:20]=[C:21]([S:25]([NH:28][C:29](=[O:47])[CH:30]([NH2:39])[CH2:31][CH2:32][C:33]3[CH:34]=[CH:35][CH:36]=[CH:37][CH:38]=3)(=[O:26])=[O:27])[CH:22]=[CH:23][CH:24]=2)=[CH:16][CH:15]=1)[CH3:13].